From a dataset of Forward reaction prediction with 1.9M reactions from USPTO patents (1976-2016). Predict the product of the given reaction. (1) Given the reactants [H-].[Na+].[F:3][C:4]1[CH:18]=[CH:17][C:7]2[NH:8][C:9]3[CH:16]=[CH:15][CH:14]=[CH:13][C:10]=3[O:11][CH2:12][C:6]=2[CH:5]=1.[CH3:19][N:20]([CH3:39])[C:21]1[CH:38]=[CH:37][C:24]([CH2:25][CH2:26][N:27]2[CH2:31][CH2:30][C@H:29](OS(C)(=O)=O)[CH2:28]2)=[CH:23][CH:22]=1, predict the reaction product. The product is: [F:3][C:4]1[CH:18]=[CH:17][C:7]2[N:8]([C@@H:30]3[CH2:29][CH2:28][N:27]([CH2:26][CH2:25][C:24]4[CH:23]=[CH:22][C:21]([N:20]([CH3:19])[CH3:39])=[CH:38][CH:37]=4)[CH2:31]3)[C:9]3[CH:16]=[CH:15][CH:14]=[CH:13][C:10]=3[O:11][CH2:12][C:6]=2[CH:5]=1. (2) Given the reactants Cl[C:2]1[CH:7]=[C:6]([CH3:8])[NH:5][C:4](=[O:9])[C:3]=1[N+:10]([O-:12])=[O:11].[CH2:13]([NH2:20])[C:14]1[CH:19]=[CH:18][CH:17]=[CH:16][CH:15]=1.C(N(C(C)C)CC)(C)C, predict the reaction product. The product is: [CH2:13]([NH:20][C:2]1[CH:7]=[C:6]([CH3:8])[NH:5][C:4](=[O:9])[C:3]=1[N+:10]([O-:12])=[O:11])[C:14]1[CH:19]=[CH:18][CH:17]=[CH:16][CH:15]=1.